Task: Predict which catalyst facilitates the given reaction.. Dataset: Catalyst prediction with 721,799 reactions and 888 catalyst types from USPTO (1) Reactant: C([N:8]1[C:17](=[O:18])[C:16]2[C:11](=[CH:12][C:13]([O:30][CH3:31])=[C:14]([O:19][CH:20]3[CH2:29][CH2:28][C:23]4([O:27][CH2:26][CH2:25][O:24]4)[CH2:22][CH2:21]3)[CH:15]=2)[N:10]=[CH:9]1)C1C=CC=CC=1.[H][H]. Product: [O:24]1[C:23]2([CH2:28][CH2:29][CH:20]([O:19][C:14]3[CH:15]=[C:16]4[C:11](=[CH:12][C:13]=3[O:30][CH3:31])[N:10]=[CH:9][NH:8][C:17]4=[O:18])[CH2:21][CH2:22]2)[O:27][CH2:26][CH2:25]1. The catalyst class is: 285. (2) Product: [CH3:35][O:34][C:32](=[O:33])[CH2:31][C:28]1[CH:27]=[CH:26][C:25]([B:9]2[O:10][C:11]([CH3:16])([CH3:17])[C:12]([CH3:14])([CH3:15])[O:13]2)=[CH:30][CH:29]=1. Reactant: [CH3:16][C:11]1([CH3:17])[C:12]([CH3:15])([CH3:14])[O:13][B:9]([B:9]2[O:13][C:12]([CH3:15])([CH3:14])[C:11]([CH3:17])([CH3:16])[O:10]2)[O:10]1.C([O-])(=O)C.[K+].Br[C:25]1[CH:30]=[CH:29][C:28]([CH2:31][C:32]([O:34][CH3:35])=[O:33])=[CH:27][CH:26]=1.C(OCC)(=O)C. The catalyst class is: 12.